From a dataset of Full USPTO retrosynthesis dataset with 1.9M reactions from patents (1976-2016). Predict the reactants needed to synthesize the given product. (1) Given the product [CH3:20][O:21][C:22](=[O:32])[CH2:23][C:24]1[CH:29]=[CH:28][CH:27]=[C:26]([CH2:30][NH:10][CH2:9][C:8]2[CH:7]=[CH:6][C:5]([CH2:1][CH2:2][CH2:3][CH3:4])=[CH:12][CH:11]=2)[CH:25]=1, predict the reactants needed to synthesize it. The reactants are: [CH2:1]([C:5]1[CH:12]=[CH:11][C:8]([CH2:9][NH2:10])=[CH:7][CH:6]=1)[CH2:2][CH2:3][CH3:4].Cl.O1CCOCC1.[CH3:20][O:21][C:22](=[O:32])[CH2:23][C:24]1[CH:29]=[CH:28][CH:27]=[C:26]([CH:30]=O)[CH:25]=1.[BH3-]C#N.[Na+]. (2) Given the product [CH3:1][S:3]([CH:6]1[CH2:7][CH2:12][C:11](=[O:10])[CH2:13][CH2:14]1)(=[O:5])=[O:4], predict the reactants needed to synthesize it. The reactants are: [CH:1]([S:3]([CH:6]=[CH2:7])(=[O:5])=[O:4])=C.C[Si](C)(C)[O:10][C:11]([CH:13]=[CH2:14])=[CH2:12]. (3) Given the product [Br:6][C:7]1[C:8]([CH3:16])=[CH:9][C:10]([C:11]([OH:13])=[O:12])=[CH:14][C:15]=1[S:2]([Cl:1])(=[O:5])=[O:3], predict the reactants needed to synthesize it. The reactants are: [Cl:1][S:2]([OH:5])(=O)=[O:3].[Br:6][C:7]1[CH:15]=[CH:14][C:10]([C:11]([OH:13])=[O:12])=[CH:9][C:8]=1[CH3:16]. (4) Given the product [Br-:1].[Br-:1].[CH2:3]([CH:6]([NH2+:10][CH2:11][CH2:12][CH2:13][CH2:14][CH2:15][CH2:16][CH2:17][CH2:18][CH2:19][CH2:20][NH2+:21][CH:22]([CH2:26][CH:27]=[CH2:28])[CH2:23][CH:24]=[CH2:25])[CH2:7][CH:8]=[CH2:9])[CH:4]=[CH2:5].[Br-:1].[CH2:30]([CH:33]([NH2+:37][CH2:38][CH2:39][CH2:40][CH2:41][CH2:42][CH2:43][CH2:44][CH2:45][CH2:46][CH2:47][CH2:48][CH3:49])[CH2:34][CH:35]=[CH2:36])[CH:31]=[CH2:32], predict the reactants needed to synthesize it. The reactants are: [Br-:1].[Br-].[CH2:3]([CH:6]([NH2+:10][CH2:11][CH2:12][CH2:13][CH2:14][CH2:15][CH2:16][CH2:17][CH2:18][CH2:19][CH2:20][NH2+:21][CH:22]([CH2:26][CH:27]=[CH2:28])[CH2:23][CH:24]=[CH2:25])[CH2:7][CH:8]=[CH2:9])[CH:4]=[CH2:5].[Br-].[CH2:30]([CH:33]([NH2+:37][CH2:38][CH2:39][CH2:40][CH2:41][CH2:42][CH2:43][CH2:44][CH2:45][CH2:46][CH2:47][CH2:48][CH3:49])[CH2:34][CH:35]=[CH2:36])[CH:31]=[CH2:32].Cl.Cl.N(C(C)(C)C(N)=N)=NC(C)(C)C(N)=N. (5) Given the product [Cl:1][C:2]1[CH:7]=[CH:6][C:5]([N:8]([CH2:26][O:27][C:28](=[O:33])[C:29]([CH3:32])([CH3:31])[CH3:30])[S:9]([C:12]([F:15])([F:13])[F:14])(=[O:10])=[O:11])=[C:4]([O:16][C:17]2[CH:22]=[CH:21][C:20]([Cl:23])=[CH:19][C:18]=2[Cl:24])[CH:3]=1, predict the reactants needed to synthesize it. The reactants are: [Cl:1][C:2]1[CH:7]=[CH:6][C:5]([NH:8][S:9]([C:12]([F:15])([F:14])[F:13])(=[O:11])=[O:10])=[C:4]([O:16][C:17]2[CH:22]=[CH:21][C:20]([Cl:23])=[CH:19][C:18]=2[Cl:24])[CH:3]=1.Cl[CH2:26][O:27][C:28](=[O:33])[C:29]([CH3:32])([CH3:31])[CH3:30].C(=O)([O-])[O-].[K+].[K+].[I-].[Na+]. (6) Given the product [F:1][C:2]1([C:6]2[CH:11]=[CH:10][N:9]=[CH:8][C:7]=2[NH2:12])[CH2:5][O:4][CH2:3]1, predict the reactants needed to synthesize it. The reactants are: [F:1][C:2]1([C:6]2[CH:11]=[CH:10][N:9]=[CH:8][C:7]=2[NH:12]C(=O)OC(C)(C)C)[CH2:5][O:4][CH2:3]1.C(O)(C(F)(F)F)=O. (7) Given the product [NH2:1][C:2]1[S:6][C:5]2[CH:7]=[CH:8][CH:9]=[CH:10][C:4]=2[C:3]=1[C:11]([N:14]1[CH2:19][CH2:18][C:17](=[O:20])[CH2:16][CH2:15]1)=[O:13], predict the reactants needed to synthesize it. The reactants are: [NH2:1][C:2]1[S:6][C:5]2[CH:7]=[CH:8][CH:9]=[CH:10][C:4]=2[C:3]=1[C:11]([OH:13])=O.[NH:14]1[CH2:19][CH2:18][C:17](=[O:20])[CH2:16][CH2:15]1.C(Cl)CCl.C1C=CC2N(O)N=NC=2C=1.CCN(CC)CC. (8) The reactants are: [C:1]([CH2:4]CC1NC=CC=1)([OH:3])=[O:2].C1(N=[C:18]=[N:19][CH:20]2[CH2:25][CH2:24][CH2:23]CC2)CCCCC1.ONC(=O)CCC(N)=O. Given the product [C:1]([CH2:4][CH2:18][N:19]1[CH:20]=[CH:25][CH:24]=[CH:23]1)([OH:3])=[O:2], predict the reactants needed to synthesize it. (9) Given the product [Br:22][C:15]1[C:14]2=[CH:21][N:11]([C:3]3[C:2]([Cl:1])=[CH:9][C:8]([F:10])=[CH:7][C:4]=3[C:5]#[N:6])[N:12]=[C:13]2[C:18]([F:19])=[CH:17][N:16]=1, predict the reactants needed to synthesize it. The reactants are: [Cl:1][C:2]1[C:3]([N:11]2[CH:21]=[C:14]3[C:15](Cl)=[N:16][CH:17]=[C:18]([F:19])[C:13]3=[N:12]2)=[C:4]([CH:7]=[C:8]([F:10])[CH:9]=1)[C:5]#[N:6].[Br:22][Si](C)(C)C.